This data is from Full USPTO retrosynthesis dataset with 1.9M reactions from patents (1976-2016). The task is: Predict the reactants needed to synthesize the given product. (1) The reactants are: [N:1]1[CH:6]=[CH:5][C:4]([CH2:7][O:8][C:9]2[CH:15]=[CH:14][C:12]([NH2:13])=[CH:11][CH:10]=2)=[CH:3][CH:2]=1.[C:16](=O)([O:18]C1C=CC=CC=1)N.[CH3:26][O:27][C:28]1[CH:29]=[C:30]2[C:34](=[CH:35][C:36]=1[C:37]([F:40])([F:39])[F:38])[NH:33][CH2:32][CH2:31]2. Given the product [CH3:26][O:27][C:28]1[CH:29]=[C:30]2[C:34](=[CH:35][C:36]=1[C:37]([F:40])([F:38])[F:39])[N:33]([C:16](=[O:18])[NH:13][C:12]1[CH:14]=[CH:15][C:9]([O:8][CH2:7][C:4]3[CH:3]=[CH:2][N:1]=[CH:6][CH:5]=3)=[CH:10][CH:11]=1)[CH2:32][CH2:31]2, predict the reactants needed to synthesize it. (2) Given the product [Cl:42][C:26]1[CH:27]=[C:28]([C:34]#[C:35][CH2:36][NH:37][C:38]([NH:40][CH3:41])=[O:39])[C:29]2[O:33][CH2:32][O:31][C:30]=2[C:25]=1[NH:24][C:2]1[C:11]2[C:6](=[CH:7][C:8]([O:14][CH2:15][CH2:16][CH2:17][N:18]3[CH2:23][CH2:22][O:21][CH2:20][CH2:19]3)=[C:9]([O:12][CH3:13])[CH:10]=2)[N:5]=[CH:4][N:3]=1, predict the reactants needed to synthesize it. The reactants are: Cl[C:2]1[C:11]2[C:6](=[CH:7][C:8]([O:14][CH2:15][CH2:16][CH2:17][N:18]3[CH2:23][CH2:22][O:21][CH2:20][CH2:19]3)=[C:9]([O:12][CH3:13])[CH:10]=2)[N:5]=[CH:4][N:3]=1.[NH2:24][C:25]1[C:30]2[O:31][CH2:32][O:33][C:29]=2[C:28]([C:34]#[C:35][CH2:36][NH:37][C:38]([NH:40][CH3:41])=[O:39])=[CH:27][C:26]=1[Cl:42].C[Si]([N-][Si](C)(C)C)(C)C.[Na+]. (3) Given the product [Cl:5][C:6]1[C:7]([C:18](=[O:19])[CH2:17][Cl:1])=[CH:8][C:9]2[S:13][C:12](=[O:14])[NH:11][C:10]=2[CH:15]=1, predict the reactants needed to synthesize it. The reactants are: [Cl-:1].[Al+3].[Cl-].[Cl-].[Cl:5][C:6]1[CH:7]=[CH:8][C:9]2[S:13][C:12](=[O:14])[NH:11][C:10]=2[CH:15]=1.Br[CH2:17][C:18](Br)=[O:19]. (4) Given the product [CH3:12][O:13][C:14]([C:16]1[C:25]([CH3:26])=[C:24]([OH:27])[C:23]2[C:18](=[CH:19][CH:20]=[C:21]([F:31])[CH:22]=2)[CH:17]=1)=[O:15], predict the reactants needed to synthesize it. The reactants are: C(=O)([O-])[O-].[K+].[K+].O.CC(C)=O.[CH3:12][O:13][C:14]([C:16]1[C:25]([CH3:26])=[C:24]([O:27]C(=O)C)[C:23]2[C:18](=[CH:19][CH:20]=[C:21]([F:31])[CH:22]=2)[CH:17]=1)=[O:15]. (5) Given the product [Br:1][C:2]1[CH:7]=[CH:6][C:5]([S:8]([NH:30][C@@H:28]([CH3:29])[C:27]([F:32])([F:31])[F:26])(=[O:9])=[O:10])=[C:4]([F:12])[C:3]=1[Cl:25], predict the reactants needed to synthesize it. The reactants are: [Br:1][C:2]1[CH:7]=[CH:6][C:5]([S:8](Cl)(=[O:10])=[O:9])=[C:4]([F:12])[C:3]=1C(F)F.BrC1C=CC(N)=C(F)C=1[Cl:25].[F:26][C:27]([F:32])([F:31])[C@@H:28]([NH2:30])[CH3:29].